Dataset: Full USPTO retrosynthesis dataset with 1.9M reactions from patents (1976-2016). Task: Predict the reactants needed to synthesize the given product. (1) Given the product [CH3:1][C:2]1[C:6]([CH2:7][N:8]2[CH:12]=[C:11]([NH:13][C:14]([C:15]3[CH:20]=[C:19]([O:21][CH3:22])[C:18]4[O:28][CH:27]([CH3:34])[O:30][C:17]=4[CH:16]=3)=[O:25])[CH:10]=[N:9]2)=[C:5]([CH3:26])[O:4][N:3]=1, predict the reactants needed to synthesize it. The reactants are: [CH3:1][C:2]1[C:6]([CH2:7][N:8]2[CH:12]=[C:11]([NH:13][C:14](=[O:25])[C:15]3[CH:20]=[C:19]([O:21][CH3:22])[C:18](O)=[C:17](O)[CH:16]=3)[CH:10]=[N:9]2)=[C:5]([CH3:26])[O:4][N:3]=1.[C:27](=[O:30])([O-])[O-:28].[Cs+].[Cs+].Br[CH:34](Br)C. (2) Given the product [CH2:27]([CH:31]1[CH2:36][CH2:35][N:34]([CH2:2][CH2:3][CH2:4][N:5]2[C:10]3[CH:11]=[CH:12][CH:13]=[C:14]([CH:15]([CH3:17])[CH3:16])[C:9]=3[O:8][CH2:7][C:6]2=[O:18])[CH2:33][CH2:32]1)[CH2:28][CH2:29][CH3:30], predict the reactants needed to synthesize it. The reactants are: Cl[CH2:2][CH2:3][CH2:4][N:5]1[C:10]2[CH:11]=[CH:12][CH:13]=[C:14]([CH:15]([CH3:17])[CH3:16])[C:9]=2[O:8][CH2:7][C:6]1=[O:18].C([O-])([O-])=O.[K+].[K+].[Na+].[I-].[CH2:27]([CH:31]1[CH2:36][CH2:35][NH:34][CH2:33][CH2:32]1)[CH2:28][CH2:29][CH3:30].